This data is from Full USPTO retrosynthesis dataset with 1.9M reactions from patents (1976-2016). The task is: Predict the reactants needed to synthesize the given product. (1) Given the product [CH:24]([C:22]1[C:21]([O:27][CH2:28][O:29][CH3:30])=[CH:20][C:19]([O:31][CH2:32][O:33][CH3:34])=[C:18]([C:17]2[N:13]([C:10]3[CH:11]=[CH:12][C:7]([N:1]4[CH2:6][CH2:5][O:4][CH2:3][CH2:2]4)=[CH:8][CH:9]=3)[C:14]([OH:36])=[N:15][N:16]=2)[CH:23]=1)([CH3:26])[CH3:25], predict the reactants needed to synthesize it. The reactants are: [N:1]1([C:7]2[CH:12]=[CH:11][C:10]([NH:13][C:14](=[O:36])[NH:15][NH:16][C:17](=O)[C:18]3[CH:23]=[C:22]([CH:24]([CH3:26])[CH3:25])[C:21]([O:27][CH2:28][O:29][CH3:30])=[CH:20][C:19]=3[O:31][CH2:32][O:33][CH3:34])=[CH:9][CH:8]=2)[CH2:6][CH2:5][O:4][CH2:3][CH2:2]1.[OH-].[Na+].[OH-].[K+].Cl.C(=O)([O-])O.[Na+]. (2) Given the product [F:1][C:2]1[CH:3]=[C:4]([C@@H:12]([N:14]([CH3:22])[S@:15]([C:17]([CH3:19])([CH3:18])[CH3:20])=[O:16])[CH3:13])[CH:5]=[C:6]([C:8]([F:11])([F:10])[F:9])[CH:7]=1, predict the reactants needed to synthesize it. The reactants are: [F:1][C:2]1[CH:3]=[C:4]([C@@H:12]([NH:14][S@:15]([C:17]([CH3:20])([CH3:19])[CH3:18])=[O:16])[CH3:13])[CH:5]=[C:6]([C:8]([F:11])([F:10])[F:9])[CH:7]=1.[Li+].[CH3:22][Si]([N-][Si](C)(C)C)(C)C.CI. (3) Given the product [CH2:16]([O:20][C:21]1[C:26]([CH2:27][NH:28][C:10](=[O:12])[CH:9]([C:6]2[CH:7]=[CH:8][C:3]([C:1]#[N:2])=[C:4]([O:14][CH3:15])[CH:5]=2)[CH3:13])=[CH:25][CH:24]=[C:23]([C:29]([F:32])([F:30])[F:31])[N:22]=1)[CH2:17][CH2:18][CH3:19], predict the reactants needed to synthesize it. The reactants are: [C:1]([C:3]1[CH:8]=[CH:7][C:6]([CH:9]([CH3:13])[C:10]([OH:12])=O)=[CH:5][C:4]=1[O:14][CH3:15])#[N:2].[CH2:16]([O:20][C:21]1[C:26]([CH2:27][NH2:28])=[CH:25][CH:24]=[C:23]([C:29]([F:32])([F:31])[F:30])[N:22]=1)[CH2:17][CH2:18][CH3:19].CN(C)CCCN=C=NCC.ON1C2C=CC=CC=2N=N1.C(N(CC)CC)C. (4) Given the product [CH2:17]([O:24][C:25]([NH:27][N:28]=[CH:14][C:11]1[CH:12]=[C:13]2[C:8](=[CH:9][CH:10]=1)[NH:7][CH:6]=[C:5]2[CH2:4][CH2:3][N:2]([CH3:16])[CH3:1])=[O:26])[C:18]1[CH:23]=[CH:22][CH:21]=[CH:20][CH:19]=1, predict the reactants needed to synthesize it. The reactants are: [CH3:1][N:2]([CH3:16])[CH2:3][CH2:4][C:5]1[C:13]2[C:8](=[CH:9][CH:10]=[C:11]([CH:14]=O)[CH:12]=2)[NH:7][CH:6]=1.[CH2:17]([O:24][C:25]([NH:27][NH2:28])=[O:26])[C:18]1[CH:23]=[CH:22][CH:21]=[CH:20][CH:19]=1.